From a dataset of Catalyst prediction with 721,799 reactions and 888 catalyst types from USPTO. Predict which catalyst facilitates the given reaction. Reactant: [Br:1][C:2]1[CH:10]=[C:9]([CH3:11])[C:5]([C:6]([OH:8])=[O:7])=[C:4]([Cl:12])[CH:3]=1.[N+](=[CH2:15])=[N-]. Product: [CH3:15][O:7][C:6](=[O:8])[C:5]1[C:9]([CH3:11])=[CH:10][C:2]([Br:1])=[CH:3][C:4]=1[Cl:12]. The catalyst class is: 698.